This data is from Forward reaction prediction with 1.9M reactions from USPTO patents (1976-2016). The task is: Predict the product of the given reaction. The product is: [OH:32][C@H:3]([C@@H:2]([NH:1][C:56](=[O:57])[C@@H:55]([N:51]1[CH2:52][C:53](=[O:54])[N:49]([CH2:48][C:46]2[N:47]=[C:43]([CH:40]([CH3:42])[CH3:41])[S:44][CH:45]=2)[C:50]1=[O:63])[CH:59]([CH3:62])[CH2:60][CH3:61])[CH2:33][C:34]1[CH:35]=[CH:36][CH:37]=[CH:38][CH:39]=1)[CH2:4][C@@H:5]([NH:19][C:20]([C@@H:22]([NH:27][C:28](=[O:31])[O:29][CH3:30])[C:23]([CH3:26])([CH3:25])[CH3:24])=[O:21])[CH2:6][C:7]1[CH:12]=[CH:11][C:10]([C:13]2[CH:18]=[CH:17][CH:16]=[CH:15][N:14]=2)=[CH:9][CH:8]=1. Given the reactants [NH2:1][C@@H:2]([CH2:33][C:34]1[CH:39]=[CH:38][CH:37]=[CH:36][CH:35]=1)[C@@H:3]([OH:32])[CH2:4][C@@H:5]([NH:19][C:20]([C@@H:22]([NH:27][C:28](=[O:31])[O:29][CH3:30])[C:23]([CH3:26])([CH3:25])[CH3:24])=[O:21])[CH2:6][C:7]1[CH:12]=[CH:11][C:10]([C:13]2[CH:18]=[CH:17][CH:16]=[CH:15][N:14]=2)=[CH:9][CH:8]=1.[CH:40]([C:43]1[S:44][CH:45]=[C:46]([CH2:48][N:49]2[C:53](=[O:54])[CH2:52][N:51]([C@@H:55]([C@@H:59]([CH3:62])[CH2:60][CH3:61])[C:56](O)=[O:57])[C:50]2=[O:63])[N:47]=1)([CH3:42])[CH3:41].CCOP(ON1N=NC2C=CC=CC=2C1=O)(OCC)=O.C(N(CC)C(C)C)(C)C, predict the reaction product.